Dataset: Catalyst prediction with 721,799 reactions and 888 catalyst types from USPTO. Task: Predict which catalyst facilitates the given reaction. Reactant: [Cl:1][CH2:2][CH2:3][CH2:4][S:5]([O:8][CH2:9][C:10]([CH3:26])([CH3:25])[C@@H:11]([O:15][CH2:16][C:17]1[CH:22]=[CH:21][C:20]([O:23][CH3:24])=[CH:19][CH:18]=1)[C:12]([OH:14])=[O:13])(=[O:7])=[O:6].C(Cl)(=O)C(Cl)=O.[CH2:33](O)[C:34]1[CH:39]=[CH:38][CH:37]=[CH:36][CH:35]=1.N1C=CC=CC=1. Product: [Cl:1][CH2:2][CH2:3][CH2:4][S:5]([O:8][CH2:9][C:10]([CH3:26])([CH3:25])[C@@H:11]([O:15][CH2:16][C:17]1[CH:22]=[CH:21][C:20]([O:23][CH3:24])=[CH:19][CH:18]=1)[C:12]([O:14][CH2:33][C:34]1[CH:39]=[CH:38][CH:37]=[CH:36][CH:35]=1)=[O:13])(=[O:7])=[O:6]. The catalyst class is: 4.